From a dataset of Forward reaction prediction with 1.9M reactions from USPTO patents (1976-2016). Predict the product of the given reaction. (1) Given the reactants [N+:1]([C:4]1[CH:12]=[CH:11][CH:10]=[C:9]2[C:5]=1[CH:6]=[N:7][NH:8]2)([O-:3])=[O:2].I[CH2:14][CH2:15][CH3:16].C(N1C2C(=C([N+]([O-])=O)C=CC=2)C=N1)C, predict the reaction product. The product is: [N+:1]([C:4]1[CH:12]=[CH:11][CH:10]=[C:9]2[C:5]=1[CH:6]=[N:7][N:8]2[CH2:14][CH2:15][CH3:16])([O-:3])=[O:2]. (2) The product is: [CH2:26]([O:25][C:23](=[O:24])[NH:1][CH2:2][C@@H:3]1[CH2:7][CH2:6][N:5]([C:8]([O:10][C:11]([CH3:14])([CH3:13])[CH3:12])=[O:9])[CH2:4]1)[C:27]1[CH:32]=[CH:31][CH:30]=[CH:29][CH:28]=1. Given the reactants [NH2:1][CH2:2][C@@H:3]1[CH2:7][CH2:6][N:5]([C:8]([O:10][C:11]([CH3:14])([CH3:13])[CH3:12])=[O:9])[CH2:4]1.C(N(CC)CC)C.Cl[C:23]([O:25][CH2:26][C:27]1[CH:32]=[CH:31][CH:30]=[CH:29][CH:28]=1)=[O:24], predict the reaction product.